This data is from Peptide-MHC class I binding affinity with 185,985 pairs from IEDB/IMGT. The task is: Regression. Given a peptide amino acid sequence and an MHC pseudo amino acid sequence, predict their binding affinity value. This is MHC class I binding data. (1) The peptide sequence is SGNDIANCLR. The MHC is HLA-A33:01 with pseudo-sequence HLA-A33:01. The binding affinity (normalized) is 0.542. (2) The MHC is HLA-A02:01 with pseudo-sequence HLA-A02:01. The binding affinity (normalized) is 0. The peptide sequence is LIRPKILSM. (3) The peptide sequence is PLRPMTYK. The MHC is HLA-B18:01 with pseudo-sequence HLA-B18:01. The binding affinity (normalized) is 0. (4) The peptide sequence is ERWFVRNPF. The MHC is HLA-B57:01 with pseudo-sequence HLA-B57:01. The binding affinity (normalized) is 0.0847. (5) The peptide sequence is YDHALMSII. The MHC is HLA-A29:02 with pseudo-sequence HLA-A29:02. The binding affinity (normalized) is 0.00632. (6) The binding affinity (normalized) is 0. The MHC is HLA-B54:01 with pseudo-sequence HLA-B54:01. The peptide sequence is SPGEIKPKF. (7) The peptide sequence is KRYTTGGTS. The MHC is Mamu-B03 with pseudo-sequence Mamu-B03. The binding affinity (normalized) is 0.587. (8) The binding affinity (normalized) is 0.0847. The peptide sequence is NTSTCFQEY. The MHC is HLA-B15:09 with pseudo-sequence HLA-B15:09.